From a dataset of Full USPTO retrosynthesis dataset with 1.9M reactions from patents (1976-2016). Predict the reactants needed to synthesize the given product. Given the product [NH2:1][C:2]1[N:10]=[C:9]([O:11][CH2:12][CH2:13][CH2:14][CH3:15])[N:8]=[C:7]2[C:3]=1[N:4]=[C:5]([O:34][CH3:35])[N:6]2[CH2:16][CH2:17][CH:18]1[CH2:23][CH2:22][CH2:21][N:41]([C:45]([O:47][CH2:48][C:49]2[CH:54]=[CH:53][CH:52]=[CH:51][CH:50]=2)=[O:46])[CH2:40]1, predict the reactants needed to synthesize it. The reactants are: [NH2:1][C:2]1[N:10]=[C:9]([O:11][CH2:12][CH2:13][CH2:14][CH3:15])[N:8]=[C:7]2[C:3]=1[N:4]=[C:5]([O:34][CH3:35])[N:6]2[CH2:16][CH2:17][CH:18]1[CH2:23][CH2:22][CH2:21]CN1C(OCC1C=CC=CC=1)=O.BrCCC1CCC[N:41]([C:45]([O:47][CH2:48][C:49]2[CH:54]=[CH:53][CH:52]=[CH:51][CH:50]=2)=[O:46])[CH2:40]1.FC(F)(F)C(O)=O.C(OC1N=C2C(N=C(OC)N2)=C(N)N=1)CCC.